Dataset: Full USPTO retrosynthesis dataset with 1.9M reactions from patents (1976-2016). Task: Predict the reactants needed to synthesize the given product. (1) Given the product [CH2:30]([O:29][C:27](=[O:28])[N:14]([S:15]([CH3:18])(=[O:16])=[O:17])[N:8]1[C:7](=[O:19])[C:6]2[C:11](=[CH:12][C:3]([CH2:1][CH3:2])=[C:4]([C:20]3[N:21]([CH3:25])[N:22]=[CH:23][CH:24]=3)[CH:5]=2)[NH:10][C:9]1=[O:13])[CH:31]([CH3:33])[CH3:32], predict the reactants needed to synthesize it. The reactants are: [CH2:1]([C:3]1[CH:12]=[C:11]2[C:6]([C:7](=[O:19])[N:8]([NH:14][S:15]([CH3:18])(=[O:17])=[O:16])[C:9](=[O:13])[NH:10]2)=[CH:5][C:4]=1[C:20]1[N:21]([CH3:25])[N:22]=[CH:23][CH:24]=1)[CH3:2].Cl[C:27]([O:29][CH2:30][CH:31]([CH3:33])[CH3:32])=[O:28]. (2) Given the product [C:15]([C:2]1[N:6]([CH3:7])[C:5]([N:8]2[CH2:13][CH2:12][O:11][CH2:10][CH2:9]2)=[N:4][CH:3]=1)#[CH:20], predict the reactants needed to synthesize it. The reactants are: Br[C:2]1[N:6]([CH3:7])[C:5]([N:8]2[CH2:13][CH2:12][O:11][CH2:10][CH2:9]2)=[N:4][CH:3]=1.Cl[C:15]1[CH:20]=CC(C#C)=CN=1.